This data is from Retrosynthesis with 50K atom-mapped reactions and 10 reaction types from USPTO. The task is: Predict the reactants needed to synthesize the given product. (1) Given the product COCCCc1ccccc1-c1ccc(C(CN)Cc2cc(F)cc(F)c2)c(C)c1, predict the reactants needed to synthesize it. The reactants are: COCCCc1ccccc1-c1ccc(C(C#N)Cc2cc(F)cc(F)c2)c(C)c1. (2) Given the product COc1ccc(-c2cnnn2-c2cc(OC)c(OC)c(OC)c2)cc1, predict the reactants needed to synthesize it. The reactants are: C#Cc1ccc(OC)cc1.COc1cc(N=[N+]=[N-])cc(OC)c1OC. (3) The reactants are: CCNc1cc(NC(C)=O)ccc1[N+](=O)[O-]. Given the product CCNc1cc(N)ccc1[N+](=O)[O-], predict the reactants needed to synthesize it. (4) Given the product OC1(c2ncco2)CC2CCC(C1)N2, predict the reactants needed to synthesize it. The reactants are: CC(C)(C)OC(=O)N1C2CCC1CC(O)(c1ncco1)C2. (5) Given the product CC(C)c1cc(-c2ccccc2)c(-c2ccc(F)cc2)n1CCC1CC(OCc2ccccc2)CC(=O)O1, predict the reactants needed to synthesize it. The reactants are: CC(C)C(=O)CC(C(=O)c1ccc(F)cc1)c1ccccc1.NCCC1CC(OCc2ccccc2)CC(=O)O1.